Dataset: NCI-60 drug combinations with 297,098 pairs across 59 cell lines. Task: Regression. Given two drug SMILES strings and cell line genomic features, predict the synergy score measuring deviation from expected non-interaction effect. (1) Drug 1: CN1C(=O)N2C=NC(=C2N=N1)C(=O)N. Drug 2: C1CN1C2=NC(=NC(=N2)N3CC3)N4CC4. Cell line: NCI-H322M. Synergy scores: CSS=-5.15, Synergy_ZIP=0.409, Synergy_Bliss=-3.56, Synergy_Loewe=-5.86, Synergy_HSA=-5.55. (2) Drug 1: COC1=C(C=C2C(=C1)N=CN=C2NC3=CC(=C(C=C3)F)Cl)OCCCN4CCOCC4. Drug 2: CN(CC1=CN=C2C(=N1)C(=NC(=N2)N)N)C3=CC=C(C=C3)C(=O)NC(CCC(=O)O)C(=O)O. Cell line: RXF 393. Synergy scores: CSS=27.5, Synergy_ZIP=-8.60, Synergy_Bliss=-2.88, Synergy_Loewe=-0.147, Synergy_HSA=-0.150. (3) Drug 1: CNC(=O)C1=CC=CC=C1SC2=CC3=C(C=C2)C(=NN3)C=CC4=CC=CC=N4. Drug 2: CCCCCOC(=O)NC1=NC(=O)N(C=C1F)C2C(C(C(O2)C)O)O. Cell line: KM12. Synergy scores: CSS=10.3, Synergy_ZIP=-4.43, Synergy_Bliss=-4.16, Synergy_Loewe=-13.9, Synergy_HSA=-3.81. (4) Drug 1: C1=CC(=CC=C1CCC2=CNC3=C2C(=O)NC(=N3)N)C(=O)NC(CCC(=O)O)C(=O)O. Drug 2: CCC1=C2CN3C(=CC4=C(C3=O)COC(=O)C4(CC)O)C2=NC5=C1C=C(C=C5)O. Cell line: UACC-257. Synergy scores: CSS=25.7, Synergy_ZIP=-7.69, Synergy_Bliss=-0.734, Synergy_Loewe=0.195, Synergy_HSA=0.399. (5) Drug 1: CC12CCC(CC1=CCC3C2CCC4(C3CC=C4C5=CN=CC=C5)C)O. Drug 2: CN(CCCl)CCCl.Cl. Cell line: KM12. Synergy scores: CSS=31.6, Synergy_ZIP=-3.68, Synergy_Bliss=4.81, Synergy_Loewe=3.32, Synergy_HSA=4.86.